Dataset: Full USPTO retrosynthesis dataset with 1.9M reactions from patents (1976-2016). Task: Predict the reactants needed to synthesize the given product. (1) Given the product [CH2:24]([C:21]1[CH:20]=[N:19][C:18]([N:15]2[CH2:16][CH2:17][CH:12]([C@H:10]3[CH2:11][C@H:9]3[CH2:8][O:7][CH2:6][C:5]3[CH:26]=[CH:27][C:2]([C:29]#[N:31])=[CH:3][CH:4]=3)[CH2:13][CH2:14]2)=[N:23][CH:22]=1)[CH3:25], predict the reactants needed to synthesize it. The reactants are: Br[C:2]1[CH:27]=[CH:26][C:5]([CH2:6][O:7][CH2:8][C@@H:9]2[CH2:11][C@@H:10]2[CH:12]2[CH2:17][CH2:16][N:15]([C:18]3[N:23]=[CH:22][C:21]([CH2:24][CH3:25])=[CH:20][N:19]=3)[CH2:14][CH2:13]2)=[CH:4][CH:3]=1.C[C:29]([N:31](C)C)=O. (2) Given the product [NH2:1][C:2]1[N:7]=[C:6]([N:8]2[C@H:13]([CH3:14])[CH2:12][O:11][C@H:10]([C:15]([NH:33][C:31]3[CH:32]=[CH:27][CH:28]=[CH:29][CH:30]=3)=[O:16])[CH2:9]2)[CH:5]=[C:4]([C:18]2[CH:23]=[CH:22][C:21]([C:24]#[N:25])=[C:20]([F:26])[CH:19]=2)[N:3]=1, predict the reactants needed to synthesize it. The reactants are: [NH2:1][C:2]1[N:7]=[C:6]([N:8]2[C@H:13]([CH3:14])[CH2:12][O:11][C@H:10]([C:15](O)=[O:16])[CH2:9]2)[CH:5]=[C:4]([C:18]2[CH:23]=[CH:22][C:21]([C:24]#[N:25])=[C:20]([F:26])[CH:19]=2)[N:3]=1.[CH:27]1[CH:28]=[CH:29][C:30]2N(O)N=[N:33][C:31]=2[CH:32]=1.C(Cl)CCl.NC1C=CC=CC=1.